Dataset: Reaction yield outcomes from USPTO patents with 853,638 reactions. Task: Predict the reaction yield, written as a fraction of the theoretical maximum amount of product (1.0 means a 100% yield; for example, 0.34 means a 34% yield). (1) The reactants are [I-].[CH3:2][P+](C1C=CC=CC=1)(C1C=CC=CC=1)C1C=CC=CC=1.[Li]CCCC.[Br:27][C:28]1[CH:35]=[CH:34][C:33]([F:36])=[CH:32][C:29]=1[CH:30]=O. The catalyst is O1CCCC1.O. The product is [Br:27][C:28]1[CH:35]=[CH:34][C:33]([F:36])=[CH:32][C:29]=1[CH:30]=[CH2:2]. The yield is 0.646. (2) The reactants are [OH:1][CH2:2][CH2:3][O:4][CH2:5][CH2:6][N:7]1[CH2:12][CH2:11][NH:10][CH2:9][CH2:8]1.C[Si]([N-][Si](C)(C)C)(C)C.[Li+].[CH:23]1([NH:26][C:27]([C:29]2[S:42][C:32]3=[N:33][C:34](S(C)=O)=[C:35]([Cl:38])[C:36]([CH3:37])=[C:31]3[C:30]=2[NH2:43])=[O:28])[CH2:25][CH2:24]1. The catalyst is C1COCC1. The product is [CH:23]1([NH:26][C:27]([C:29]2[S:42][C:32]3=[N:33][C:34]([O:1][CH2:2][CH2:3][O:4][CH2:5][CH2:6][N:7]4[CH2:12][CH2:11][NH:10][CH2:9][CH2:8]4)=[C:35]([Cl:38])[C:36]([CH3:37])=[C:31]3[C:30]=2[NH2:43])=[O:28])[CH2:25][CH2:24]1. The yield is 0.170. (3) The product is [CH3:1][O:2][C:3](=[O:35])[CH2:4][C:5]1[CH:6]=[CH:7][C:8]([C:11]#[C:12][C:13]2[CH:22]=[C:21]([O:23][CH2:24][O:25][CH2:26][CH2:27][Si:28]([CH3:30])([CH3:31])[CH3:29])[C:20]3[CH:19]([N:39]([CH:36]4[CH2:38][CH2:37]4)[CH3:40])[CH2:18][CH2:17][C:16]([CH3:34])([CH3:33])[C:15]=3[CH:14]=2)=[CH:9][CH:10]=1. The reactants are [CH3:1][O:2][C:3](=[O:35])[CH2:4][C:5]1[CH:10]=[CH:9][C:8]([C:11]#[C:12][C:13]2[CH:22]=[C:21]([O:23][CH2:24][O:25][CH2:26][CH2:27][Si:28]([CH3:31])([CH3:30])[CH3:29])[C:20]3[C:19](=O)[CH2:18][CH2:17][C:16]([CH3:34])([CH3:33])[C:15]=3[CH:14]=2)=[CH:7][CH:6]=1.[CH:36]1([NH2:39])[CH2:38][CH2:37]1.[C:40]([BH3-])#N.[Na+].C(=O)([O-])[O-].[K+].[K+].CI. The yield is 0.630. The catalyst is ClCCl.C(#N)C.O.C(=O)([O-])[O-].[Na+].[Na+].C(O)(=O)C.